The task is: Binary Classification. Given a miRNA mature sequence and a target amino acid sequence, predict their likelihood of interaction.. This data is from Experimentally validated miRNA-target interactions with 360,000+ pairs, plus equal number of negative samples. (1) The miRNA is hsa-miR-512-5p with sequence CACUCAGCCUUGAGGGCACUUUC. The protein sequence of the target gene is MAAMAVALRGLGGRFRWRTQAVAGGVRGAARGAAAGQRDYDLLVVGGGSGGLACAKEAAQLGRKVAVVDYVEPSPQGTRWGLGGTCVNVGCIPKKLMHQAALLGGLIQDAPNYGWEVAQPVPHDWRKMAEAVQNHVKSLNWGHRVQLQDRKVKYFNIKASFVDEHTVCGVAKGGKEILLSADHIIIATGGRPRYPTHIEGALEYGITSDDIFWLKESPGKTLVVGASYVALECAGFLTGIGLDTTIMMRSIPLRGFDQQMSSMVIEHMASHGTRFLRGCAPSRVRRLPDGQLQVTWEDST.... Result: 0 (no interaction). (2) The miRNA is hsa-miR-4471 with sequence UGGGAACUUAGUAGAGGUUUAA. The protein sequence of the target gene is MAARCTEAVLAALGVLSVCSASSSGSEASGEAEREEPWDGAVFRPPAALGAVGIARGPGSPPPGNREAVDLPVLLWWSPGLFPHFPGDSERIQCAHGACVASRDRRARADPRTRALLFYGTDFRAADAPLPRLAHQSWALLHEESPLNNFLLSHGPGIRLFNLTATFSRHSDYPLPLQWLPGAAYLRRPAPPPRERAEWRRRGYAPLLYLQSHCDVPSDRDRYVRELMRYIPVDSYGKCLQNREPPTVRLQDTATATTEDPELMAFLSRYKFHLALENAICNDYMTEKLWRPMHLGAVPV.... Result: 0 (no interaction). (3) The protein sequence of the target gene is MKAPAVLAPGILVLLFTFVQKSNGECKEALVKSRMNVNMQYQLPNFTAETSIQNVVLHKHHIYLGAINYIYVLNDKDLQKVAEYKTGPVLEHPDCFPCQDCSHKANLSGGVWKDNINMALLVDTYYDDQLISCGSVHRGTCQRHVLPPNNTADIESEVHCMYSPQADEETNQCPDCVVSALGTKVLLSEKDRFINFFVGNTINSSYLPDYILHSISVRRLKETQDGFKFLTDQSYIDVLPELRDSYPIKYVHAFESNHFIYFLTVQRETLDAQTFHTRIIRFCSADSGLHSYMEMPLECI.... Result: 0 (no interaction). The miRNA is hsa-miR-4638-3p with sequence CCUGGACACCGCUCAGCCGGCCG. (4) The miRNA is hsa-miR-548f-3p with sequence AAAAACUGUAAUUACUUUU. The protein sequence of the target gene is MPGHLLQEEMTPSYTTTTTITAPPSGSLQNGREKVKTVPLYLEEDIRPEMKEDIYDPTYQDEEGPPPKLEYVWRNIILMALLHVGALYGITLVPSCKLYTCLFAFVYYVISIEGIGAGVHRLWSHRTYKARLPLRIFLIIANTMAFQNDVYEWARDHRAHHKFSETHADPHNSRRGFFFSHVGWLLVRKHPAVKEKGGKLDMSDLKAEKLVMFQRRYYKPGILLMCFILPTLVPWYCWGETFLNSFYVATLLRYAVVLNATWLVNSAAHLYGYRPYDKNIDPRQNALVSLGSMGEGFHNY.... Result: 0 (no interaction). (5) The miRNA is hsa-miR-574-5p with sequence UGAGUGUGUGUGUGUGAGUGUGU. The protein sequence of the target gene is MDRRSRAQQWRRARHNYNDLCPPIGRRAATALLWLSCSIALLRALASSNARAQQRAAQRRSFLNAHHRSAAAAAAAQVLPESSESESDHEHEEVEPELARPECLEYDQDDYETETDSETEPESDIESETEIETEPETEPETAPTTEPETEPEDERGPRGATFNQSLTQRLHALKLQSADASPRRAQPTTQEPESASEGEEPQRGPLDQDPRDPEEEPEERKEENRQPRRCKTRRPARRRDQSPESPPRKGPIPIRRH. Result: 0 (no interaction). (6) The miRNA is hsa-miR-4661-5p with sequence AACUAGCUCUGUGGAUCCUGAC. The protein sequence of the target gene is MSVSVHETRKSRSSTGSMNVTLFHKASHPDCVLAHLNTLRKHCMFTDVTLWAGDRAFPCHRAVLAASSRYFEAMFSHGLRESRDDTVNFQDNLHPEVLELLLDFAYSSRIAINEENAESLLEAGDMLQFHDVRDAAAEFLEKNLFPSNCLGMMLLSDAHQCRRLYEFSWRMCLVHFETVRQSEDFNSLSKDTLLDLISSDELETEDERVVFEAILQWVKHDLEPRKVHLPELLRSVRLALLPSDCLQEAVSSEALLMADERTKLIMDEALRCKTRILQNDGVVTSPCARPRKAGHTLLIL.... Result: 0 (no interaction).